This data is from Peptide-MHC class II binding affinity with 134,281 pairs from IEDB. The task is: Regression. Given a peptide amino acid sequence and an MHC pseudo amino acid sequence, predict their binding affinity value. This is MHC class II binding data. The peptide sequence is TEAVQKIATESIVIWGKTPKFRL. The binding affinity (normalized) is 0.470. The MHC is DRB1_0901 with pseudo-sequence DRB1_0901.